From a dataset of Reaction yield outcomes from USPTO patents with 853,638 reactions. Predict the reaction yield, written as a fraction of the theoretical maximum amount of product (1.0 means a 100% yield; for example, 0.34 means a 34% yield). (1) The reactants are [CH:1]1([C:7]2[CH:8]=[CH:9][C:10]([O:17][CH3:18])=[C:11]([NH:13][C:14]([NH2:16])=[S:15])[CH:12]=2)[CH2:6][CH2:5][CH2:4][CH2:3][CH2:2]1.BrBr. The catalyst is C(Cl)(Cl)Cl.ClCCl. The product is [CH:1]1([C:7]2[C:12]3[S:15][C:14]([NH2:16])=[N:13][C:11]=3[C:10]([O:17][CH3:18])=[CH:9][CH:8]=2)[CH2:2][CH2:3][CH2:4][CH2:5][CH2:6]1. The yield is 0.680. (2) The reactants are [I-].[CH3:2][S+](C)(C)=O.[H-].[Na+].[F:9][C:10]1[CH:11]=[C:12]2[C:16](=[CH:17][CH:18]=1)[NH:15][C:14](=[O:19])/[C:13]/2=[CH:20]/[C:21]1[CH:29]=[C:28]2[C:24]([C:25]([I:38])=[N:26][N:27]2[CH2:30][O:31][CH2:32][CH2:33][Si:34]([CH3:37])([CH3:36])[CH3:35])=[CH:23][CH:22]=1. The catalyst is CN(C=O)C. The product is [F:9][C:10]1[CH:11]=[C:12]2[C:16](=[CH:17][CH:18]=1)[NH:15][C:14](=[O:19])[C@:13]12[CH2:2][C@H:20]1[C:21]1[CH:29]=[C:28]2[C:24]([C:25]([I:38])=[N:26][N:27]2[CH2:30][O:31][CH2:32][CH2:33][Si:34]([CH3:37])([CH3:36])[CH3:35])=[CH:23][CH:22]=1. The yield is 0.460. (3) The reactants are [OH:1][CH2:2][CH:3]1[N:14]2[C:15]3[C:10]([C:11](=[O:17])[NH:12][C:13]2=[O:16])=[CH:9][CH:8]=[CH:7][C:6]=3[CH2:5][CH2:4]1.C(N(CC)CC)C.S([O-])(O)(=O)=O.[K+]. The catalyst is CS(C)=O. The product is [O:17]=[C:11]1[C:10]2[C:15]3=[C:6]([CH2:5][CH2:4][CH:3]([CH:2]=[O:1])[N:14]3[C:13](=[O:16])[NH:12]1)[CH:7]=[CH:8][CH:9]=2. The yield is 0.210. (4) The reactants are [NH:1]1[CH:5]=[N:4][CH:3]=[N:2]1.[CH3:6][O:7][C:8]1[CH:15]=[CH:14][C:11]([CH2:12]Cl)=[CH:10][CH:9]=1.C1CCN2C(=NCCC2)CC1. The catalyst is C1COCC1. The product is [CH3:6][O:7][C:8]1[CH:15]=[CH:14][C:11]([CH2:12][N:1]2[CH:5]=[N:4][CH:3]=[N:2]2)=[CH:10][CH:9]=1. The yield is 0.570. (5) The catalyst is CN(C=O)C. The reactants are [OH:1][CH:2]1[CH2:5][N:4]([C:6]([O:8][C:9]([CH3:12])([CH3:11])[CH3:10])=[O:7])[CH2:3]1.[H-].[Na+].[CH2:15](Br)[C:16]1[CH:21]=[CH:20][CH:19]=[CH:18][CH:17]=1. The product is [CH2:15]([O:1][CH:2]1[CH2:3][N:4]([C:6]([O:8][C:9]([CH3:12])([CH3:11])[CH3:10])=[O:7])[CH2:5]1)[C:16]1[CH:21]=[CH:20][CH:19]=[CH:18][CH:17]=1. The yield is 0.800. (6) The reactants are Br[C:2]1[CH:7]=[CH:6][C:5]([S:8]([NH2:11])(=[O:10])=[O:9])=[CH:4][CH:3]=1.[C:12]([Si:14]([CH3:17])([CH3:16])[CH3:15])#[CH:13].C(OCC)C. The catalyst is C1(C)C=CC=CC=1.C1C=CC([P]([Pd]([P](C2C=CC=CC=2)(C2C=CC=CC=2)C2C=CC=CC=2)([P](C2C=CC=CC=2)(C2C=CC=CC=2)C2C=CC=CC=2)[P](C2C=CC=CC=2)(C2C=CC=CC=2)C2C=CC=CC=2)(C2C=CC=CC=2)C2C=CC=CC=2)=CC=1.[Cu]I. The product is [CH3:15][Si:14]([C:12]#[C:13][C:2]1[CH:7]=[CH:6][C:5]([S:8]([NH2:11])(=[O:10])=[O:9])=[CH:4][CH:3]=1)([CH3:17])[CH3:16]. The yield is 0.610.